Dataset: Full USPTO retrosynthesis dataset with 1.9M reactions from patents (1976-2016). Task: Predict the reactants needed to synthesize the given product. The reactants are: [CH3:1][C:2]1[N:3]=[C:4]([CH:8]=O)[S:5][C:6]=1[CH3:7].Cl.[NH2:11][OH:12].C([O-])([O-])=O.[K+].[K+]. Given the product [CH3:1][C:2]1[N:3]=[C:4]([CH:8]=[N:11][OH:12])[S:5][C:6]=1[CH3:7], predict the reactants needed to synthesize it.